Dataset: Forward reaction prediction with 1.9M reactions from USPTO patents (1976-2016). Task: Predict the product of the given reaction. (1) Given the reactants [CH3:1][C:2]1[CH:22]=[CH:21][C:5]([CH2:6][CH2:7][C:8]2[S:9][CH:10]=[CH:11][C:12]=2[S:13](N2C=CC=C2)(=[O:15])=[O:14])=[CH:4][CH:3]=1.[K].S(Cl)([Cl:27])(=O)=O, predict the reaction product. The product is: [CH3:1][C:2]1[CH:22]=[CH:21][C:5]([CH2:6][CH2:7][C:8]2[S:9][CH:10]=[CH:11][C:12]=2[S:13]([Cl:27])(=[O:15])=[O:14])=[CH:4][CH:3]=1. (2) Given the reactants [CH3:1][O:2][C:3]([C:5]1[C:14]2[CH2:13][CH2:12][CH2:11][CH2:10][C:9]=2[CH:8]=[CH:7][C:6]=1[OH:15])=[O:4].[F:16][C:17]([F:30])([F:29])[S:18](O[S:18]([C:17]([F:30])([F:29])[F:16])(=[O:20])=[O:19])(=[O:20])=[O:19].COC(C)(C)C, predict the reaction product. The product is: [CH3:1][O:2][C:3]([C:5]1[C:14]2[CH2:13][CH2:12][CH2:11][CH2:10][C:9]=2[CH:8]=[CH:7][C:6]=1[O:15][S:18]([C:17]([F:30])([F:29])[F:16])(=[O:20])=[O:19])=[O:4]. (3) Given the reactants [Br:1]CC[C:4]12[CH2:10][CH:7]([CH2:8][CH2:9]1)[CH:6]=[CH:5]2.[CH3:11][N:12]([CH3:14])[CH3:13].O1[CH2:19][CH2:18]CC1, predict the reaction product. The product is: [Br-:1].[CH:4]12[CH2:10][CH:7]([CH:6]=[CH:5]1)[CH2:8][CH:9]2[CH2:18][CH2:19][N+:12]([CH3:14])([CH3:13])[CH3:11]. (4) Given the reactants Br[C:2]1[CH:7]=[C:6]([Cl:8])[N:5]=[N:4][C:3]=1[NH2:9].[F:10][C:11]1[CH:16]=[CH:15][C:14](B(O)O)=[C:13]([O:20][CH3:21])[CH:12]=1.C(=O)([O-])[O-].[Na+].[Na+].C1(P(C2C=CC=CC=2)C2C=CC=CC=2)C=CC=CC=1.C(=O)(O)[O-].[Na+], predict the reaction product. The product is: [Cl:8][C:6]1[N:5]=[N:4][C:3]([NH2:9])=[C:2]([C:14]2[CH:15]=[CH:16][C:11]([F:10])=[CH:12][C:13]=2[O:20][CH3:21])[CH:7]=1. (5) Given the reactants [C:1]([O:5][C:6](=[O:18])[NH:7][C:8]1[CH:13]=[CH:12][C:11]([CH3:14])=[C:10]([N+:15]([O-])=O)[CH:9]=1)([CH3:4])([CH3:3])[CH3:2].O1CCCC1, predict the reaction product. The product is: [C:1]([O:5][C:6](=[O:18])[NH:7][C:8]1[CH:13]=[CH:12][C:11]([CH3:14])=[C:10]([NH2:15])[CH:9]=1)([CH3:4])([CH3:2])[CH3:3]. (6) Given the reactants [Cl:1][C:2]1[C:7]([C:8]2[CH:13]=[CH:12][CH:11]=[CH:10][CH:9]=2)=[N:6][N:5]=[C:4]2[N:14]([CH2:24][C:25]([N:27]3[CH2:32][CH2:31]O[CH2:29][CH2:28]3)=[O:26])[N:15]=[C:16]([C:17]3[CH:22]=[CH:21][C:20](F)=[CH:19][CH:18]=3)[C:3]=12.[F:33]C1C=C(C=CC=1)C(CC#N)=O.N1CCCC1, predict the reaction product. The product is: [Cl:1][C:2]1[C:7]([C:8]2[CH:9]=[CH:10][CH:11]=[CH:12][CH:13]=2)=[N:6][N:5]=[C:4]2[N:14]([CH2:24][C:25]([N:27]3[CH2:32][CH2:31][CH2:29][CH2:28]3)=[O:26])[N:15]=[C:16]([C:17]3[CH:22]=[CH:21][CH:20]=[C:19]([F:33])[CH:18]=3)[C:3]=12. (7) Given the reactants [Cl:1][C:2]1[CH:3]=[C:4]([NH:9][C:10]([N:12]2[CH2:17][CH2:16][N:15]([C:18]([CH:20]3[CH2:25][CH2:24][CH2:23][N:22](C(OC(C)(C)C)=O)[CH2:21]3)=[O:19])[CH2:14][CH2:13]2)=[O:11])[CH:5]=[CH:6][C:7]=1[Cl:8].Cl, predict the reaction product. The product is: [ClH:1].[Cl:1][C:2]1[CH:3]=[C:4]([NH:9][C:10]([N:12]2[CH2:13][CH2:14][N:15]([C:18]([CH:20]3[CH2:25][CH2:24][CH2:23][NH:22][CH2:21]3)=[O:19])[CH2:16][CH2:17]2)=[O:11])[CH:5]=[CH:6][C:7]=1[Cl:8].